This data is from Full USPTO retrosynthesis dataset with 1.9M reactions from patents (1976-2016). The task is: Predict the reactants needed to synthesize the given product. (1) Given the product [ClH:53].[ClH:53].[N:24]1[C:29]2[O:30][CH2:31][CH2:32][O:33][C:28]=2[CH:27]=[C:26]([CH2:34][NH:1][CH:2]2[CH2:3][CH2:4][N:5]([CH2:8][CH2:9][N:10]3[C:19]4[C:14](=[N:15][CH:16]=[C:17]([F:22])[C:18]=4[CH2:20][CH3:21])[CH:13]=[CH:12][C:11]3=[O:23])[CH2:6][CH2:7]2)[N:25]=1, predict the reactants needed to synthesize it. The reactants are: [NH2:1][CH:2]1[CH2:7][CH2:6][N:5]([CH2:8][CH2:9][N:10]2[C:19]3[C:14](=[N:15][CH:16]=[C:17]([F:22])[C:18]=3[CH2:20][CH3:21])[CH:13]=[CH:12][C:11]2=[O:23])[CH2:4][CH2:3]1.[N:24]1[C:29]2[O:30][CH2:31][CH2:32][O:33][C:28]=2[CH:27]=[C:26]([CH:34]=O)[N:25]=1.CO.[BH-](OC(C)=O)(OC(C)=O)OC(C)=O.[Na+].C(Cl)(Cl)[Cl:53]. (2) Given the product [O:1]=[C:2]1[NH:3][C:4]2[C:9](/[C:10]/1=[CH:11]\[C:12]1[O:16][C:15]([C:17]3[CH:18]=[C:19]([CH:23]=[CH:24][CH:25]=3)[C:20]([NH:54][CH2:53][CH2:52][N:47]3[CH2:51][CH2:50][CH2:49][CH2:48]3)=[O:22])=[CH:14][CH:13]=1)=[CH:8][CH:7]=[CH:6][CH:5]=2, predict the reactants needed to synthesize it. The reactants are: [O:1]=[C:2]1[NH:3][C:4]2[C:9](/[C:10]/1=[CH:11]\[C:12]1[O:16][C:15]([C:17]3[CH:18]=[C:19]([CH:23]=[CH:24][CH:25]=3)[C:20]([O-:22])=O)=[CH:14][CH:13]=1)=[CH:8][CH:7]=[CH:6][CH:5]=2.C1C=CC2N(O)N=NC=2C=1.CCN=C=NCCCN(C)C.[N:47]1([CH2:52][CH2:53][NH2:54])[CH2:51][CH2:50][CH2:49][CH2:48]1.CCN(C(C)C)C(C)C. (3) The reactants are: C(O[C:6]([N:8]1[CH2:12][C:11](=[N:13][O:14][CH2:15][CH3:16])[CH2:10][C@H:9]1[C:17]([OH:19])=O)=[O:7])(C)(C)C.C(Cl)(=O)[C:21]1[CH:26]=[CH:25][CH:24]=[CH:23][CH:22]=1.[CH2:29]([N:31]1[C:43]2[CH:42]=[CH:41][C:40]([NH2:44])=[CH:39][C:38]=2[C:37]2[C:32]1=[CH:33][CH:34]=[CH:35][CH:36]=2)[CH3:30]. Given the product [C:6]([N:8]1[CH2:12][C:11](=[N:13][O:14][CH2:15][CH3:16])[CH2:10][C@H:9]1[C:17]([NH:44][C:40]1[CH:41]=[CH:42][C:43]2[N:31]([CH2:29][CH3:30])[C:32]3[C:37]([C:38]=2[CH:39]=1)=[CH:36][CH:35]=[CH:34][CH:33]=3)=[O:19])(=[O:7])[C:21]1[CH:26]=[CH:25][CH:24]=[CH:23][CH:22]=1, predict the reactants needed to synthesize it.